Dataset: Catalyst prediction with 721,799 reactions and 888 catalyst types from USPTO. Task: Predict which catalyst facilitates the given reaction. Reactant: [CH3:1][N:2]1[C:6](=[O:7])[CH2:5][C@H:4]([NH:8][C:9](=O)OC(C)(C)C)[CH2:3]1.[Cl:16][C:17]1[CH:24]=C(F)[CH:22]=[CH:21][C:18]=1[C:19]#[N:20].C([O-])(O)=O.[Na+]. Product: [Cl:16][C:17]1[CH:24]=[C:9]([NH:8][C@H:4]2[CH2:5][C:6](=[O:7])[N:2]([CH3:1])[CH2:3]2)[CH:22]=[CH:21][C:18]=1[C:19]#[N:20]. The catalyst class is: 89.